From a dataset of Catalyst prediction with 721,799 reactions and 888 catalyst types from USPTO. Predict which catalyst facilitates the given reaction. Reactant: [CH3:1][NH2:2].C(O)C.[CH3:6][O:7][C:8]1[CH:9]=[C:10]2[C:15](=[CH:16][CH:17]=1)[CH:14]=[C:13]([CH:18]=O)[CH:12]=[CH:11]2.S([O-])([O-])(=O)=O.[Mg+2]. Product: [CH3:6][O:7][C:8]1[CH:9]=[C:10]2[C:15](=[CH:16][CH:17]=1)[CH:14]=[C:13]([CH:18]=[N:2][CH3:1])[CH:12]=[CH:11]2. The catalyst class is: 2.